This data is from Rat liver microsome stability data. The task is: Regression/Classification. Given a drug SMILES string, predict its absorption, distribution, metabolism, or excretion properties. Task type varies by dataset: regression for continuous measurements (e.g., permeability, clearance, half-life) or binary classification for categorical outcomes (e.g., BBB penetration, CYP inhibition). Dataset: rlm. (1) The compound is CCc1ccc2oc(NC3=NC4=C(C(=O)CCC4)C(c4[nH]ncc4Cl)N3)nc2c1. The result is 1 (stable in rat liver microsomes). (2) The compound is N#Cc1cc(C#N)cc(-c2cc(-c3ccc(F)cn3)ncn2)c1. The result is 0 (unstable in rat liver microsomes). (3) The molecule is Cc1cc(-c2nnc(N)nc2-c2ccccc2)cc(C)n1. The result is 0 (unstable in rat liver microsomes).